Dataset: Reaction yield outcomes from USPTO patents with 853,638 reactions. Task: Predict the reaction yield, written as a fraction of the theoretical maximum amount of product (1.0 means a 100% yield; for example, 0.34 means a 34% yield). (1) The reactants are F[C:2]1[C:3]([C:8]([O:10][CH2:11][CH3:12])=[O:9])=[N:4][CH:5]=[CH:6][CH:7]=1.Cl.[CH2:14]([NH2:16])[CH3:15]. No catalyst specified. The product is [CH2:14]([NH:16][C:2]1[C:3]([C:8]([O:10][CH2:11][CH3:12])=[O:9])=[N:4][CH:5]=[CH:6][CH:7]=1)[CH3:15]. The yield is 0.920. (2) The reactants are [CH:1]1[C:6]([OH:7])=[CH:5][CH:4]=[C:3]([Br:8])[CH:2]=1.[C:9]1(P([C:10]2[CH:9]=CC=[CH:12][CH:11]=2)[C:10]2[CH:9]=CC=[CH:12][CH:11]=2)C=C[CH:12]=[CH:11][CH:10]=1.[N:28]([C:35](OCC)=O)=NC(OCC)=O. The catalyst is O1CCCC1. The product is [Br:8][C:3]1[CH:4]=[CH:5][C:6]([O:7][CH:10]2[CH2:11][CH2:12][N:28]([CH3:35])[CH2:9]2)=[CH:1][CH:2]=1. The yield is 0.770. (3) The reactants are [Cl:1][C:2]1[CH:9]=[C:8]([NH:10][CH2:11][CH3:12])[C:5]([CH:6]=O)=[CH:4][N:3]=1.[CH3:13][O:14][C:15]1[CH:16]=[C:17]([CH:19]=[C:20]([O:22][CH3:23])[CH:21]=1)[NH2:18].C([BH3-])#N.[Na+].[C:28](O)(=O)[CH3:29]. The catalyst is CO.CCOC(C)=O. The product is [CH2:28]([C:9]1[C:2]([Cl:1])=[N:3][CH:4]=[C:5]([CH2:6][NH:18][C:17]2[CH:19]=[C:20]([O:22][CH3:23])[CH:21]=[C:15]([O:14][CH3:13])[CH:16]=2)[C:8]=1[NH:10][CH2:11][CH3:12])[CH3:29]. The yield is 0.850. (4) The product is [O:26]=[C:25]([C:20]1[CH:21]=[C:22]2[C:17](=[CH:18][CH:19]=1)[C:14]1=[N:15][O:16][C:12]([C:9]3[C:8]([C:27]([F:28])([F:29])[F:30])=[C:7]([C:1]4[CH:2]=[CH:3][CH:4]=[CH:5][CH:6]=4)[O:11][N:10]=3)=[C:13]1[CH2:24][CH2:23]2)[CH2:44][CH2:43][C:42]([O:46][CH3:47])=[O:45]. The reactants are [C:1]1([C:7]2[O:11][N:10]=[C:9]([C:12]3[O:16][N:15]=[C:14]4[C:17]5[C:22]([CH2:23][CH2:24][C:13]=34)=[CH:21][C:20]([CH:25]=[O:26])=[CH:19][CH:18]=5)[C:8]=2[C:27]([F:30])([F:29])[F:28])[CH:6]=[CH:5][CH:4]=[CH:3][CH:2]=1.ClCCCl.C(N(CC)CC)C.[C:42]([O:46][CH3:47])(=[O:45])[CH:43]=[CH2:44]. The catalyst is [I-].OCCC1SC=[N+](C)C=1C.CCO. The yield is 0.238. (5) The reactants are [NH2:1][C:2]1[C:10]([N+:11]([O-:13])=[O:12])=[CH:9][CH:8]=[CH:7][C:3]=1[C:4](O)=[O:5].S(Cl)(Cl)=O.[BH4-].[Na+].O. The catalyst is C1C=CC=CC=1.C1COCC1. The product is [NH2:1][C:2]1[C:10]([N+:11]([O-:13])=[O:12])=[CH:9][CH:8]=[CH:7][C:3]=1[CH2:4][OH:5]. The yield is 0.460.